Task: Predict the reactants needed to synthesize the given product.. Dataset: Full USPTO retrosynthesis dataset with 1.9M reactions from patents (1976-2016) Given the product [Cl:1][C:2]1[CH:7]=[C:6]([Cl:8])[CH:5]=[CH:4][C:3]=1[S:9]([N:12]([CH3:26])[CH2:13][CH:14]([O:24][CH3:25])[CH2:15][NH:16][C:17]([C@@H:46]([NH:45][C:43]([C:35]1[S:34][C:38]2[CH:39]=[CH:40][CH:41]=[CH:42][C:37]=2[CH:36]=1)=[O:44])[CH2:47][CH:48]([CH3:50])[CH3:49])=[O:23])(=[O:10])=[O:11], predict the reactants needed to synthesize it. The reactants are: [Cl:1][C:2]1[CH:7]=[C:6]([Cl:8])[CH:5]=[CH:4][C:3]=1[S:9]([N:12]([CH3:26])[CH2:13][CH:14]([O:24][CH3:25])[CH2:15][NH:16][C:17](=[O:23])OC(C)(C)C)(=[O:11])=[O:10].Cl.O1CCOCC1.[S:34]1[C:38]2[CH:39]=[CH:40][CH:41]=[CH:42][C:37]=2[CH:36]=[C:35]1[C:43]([NH:45][C@H:46](C(O)=O)[CH2:47][CH:48]([CH3:50])[CH3:49])=[O:44].C1C=C2C(N(O)N=NC2=CC=1)=O.CN1CCOCC1.CCN=C=NCCCN(C)C.Cl.